From a dataset of Full USPTO retrosynthesis dataset with 1.9M reactions from patents (1976-2016). Predict the reactants needed to synthesize the given product. Given the product [CH:18]([C:20]1[CH:25]=[CH:24][C:23]([O:26][CH3:27])=[CH:22][C:21]=1[C:2]1[CH:3]=[CH:4][C:5]([C:8]([NH:10][CH2:11][CH2:12][C:13]([O:15][CH2:16][CH3:17])=[O:14])=[O:9])=[N:6][CH:7]=1)=[O:19], predict the reactants needed to synthesize it. The reactants are: Br[C:2]1[CH:3]=[CH:4][C:5]([C:8]([NH:10][CH2:11][CH2:12][C:13]([O:15][CH2:16][CH3:17])=[O:14])=[O:9])=[N:6][CH:7]=1.[CH:18]([C:20]1[CH:25]=[CH:24][C:23]([O:26][CH3:27])=[CH:22][C:21]=1B(O)O)=[O:19].C([O-])([O-])=O.[K+].[K+].O.